Dataset: Full USPTO retrosynthesis dataset with 1.9M reactions from patents (1976-2016). Task: Predict the reactants needed to synthesize the given product. Given the product [F:34][C:33]1[CH:32]=[C:28]([C:29](=[O:31])[NH:37][CH3:36])[CH:27]=[C:26]([F:35])[C:25]=1[C:16]1[N:15]([CH2:14][C@H:10]2[O:11][CH2:12][CH2:13][N:8]([C:6]([O:5][C:1]([CH3:3])([CH3:4])[CH3:2])=[O:7])[CH2:9]2)[C:19]2[CH:20]=[CH:21][C:22]([CH3:24])=[CH:23][C:18]=2[N:17]=1, predict the reactants needed to synthesize it. The reactants are: [C:1]([O:5][C:6]([N:8]1[CH2:13][CH2:12][O:11][C@H:10]([CH2:14][N:15]2[C:19]3[CH:20]=[CH:21][C:22]([CH3:24])=[CH:23][C:18]=3[N:17]=[C:16]2[C:25]2[C:33]([F:34])=[CH:32][C:28]([C:29]([OH:31])=O)=[CH:27][C:26]=2[F:35])[CH2:9]1)=[O:7])([CH3:4])([CH3:3])[CH3:2].[CH3:36][N+:37]1(C2N=C(OC)N=C(OC)N=2)CCOCC1.[Cl-].CN.C(O)C.